This data is from Forward reaction prediction with 1.9M reactions from USPTO patents (1976-2016). The task is: Predict the product of the given reaction. (1) Given the reactants ClC(Cl)C.[CH3:5][O:6][C:7]1[CH:44]=[CH:43][C:10]([CH2:11][N:12]([CH2:34][C:35]2[CH:40]=[CH:39][C:38]([O:41][CH3:42])=[CH:37][CH:36]=2)[C:13]2[N:18]=[CH:17][C:16]([C:19]3[C:20]4[CH2:33][CH2:32][NH:31][C:21]=4[N:22]=[C:23]([N:25]4[CH2:30][CH2:29][O:28][CH2:27][CH2:26]4)[N:24]=3)=[CH:15][N:14]=2)=[CH:9][CH:8]=1.[CH2:45]([O:47][C:48](=[O:53])[CH2:49][N:50]=[C:51]=[O:52])[CH3:46].[Cl-].[NH4+], predict the reaction product. The product is: [CH2:45]([O:47][C:48](=[O:53])[CH2:49][NH:50][C:51]([N:31]1[C:21]2[N:22]=[C:23]([N:25]3[CH2:30][CH2:29][O:28][CH2:27][CH2:26]3)[N:24]=[C:19]([C:16]3[CH:15]=[N:14][C:13]([N:12]([CH2:11][C:10]4[CH:9]=[CH:8][C:7]([O:6][CH3:5])=[CH:44][CH:43]=4)[CH2:34][C:35]4[CH:36]=[CH:37][C:38]([O:41][CH3:42])=[CH:39][CH:40]=4)=[N:18][CH:17]=3)[C:20]=2[CH2:33][CH2:32]1)=[O:52])[CH3:46]. (2) Given the reactants [Br:1][C:2]1[CH:7]=[CH:6][N:5]=[C:4]([CH3:8])[CH:3]=1.[Br:9]N1C(=O)CCC1=O.C(OOC(=O)C1C=CC=CC=1)(=O)C1C=CC=CC=1, predict the reaction product. The product is: [Br:1][C:2]1[CH:7]=[CH:6][N:5]=[C:4]([CH2:8][Br:9])[CH:3]=1. (3) Given the reactants Cl[C:2]1[C:10]2[C:5](=[CH:6][CH:7]=[CH:8][CH:9]=2)[NH:4][N:3]=1.[CH3:11][S-:12].[Na+].[OH2:14].C1C=C(Cl)C=C(C(OO)=[O:23])C=1, predict the reaction product. The product is: [CH3:11][S:12]([C:2]1[C:10]2[C:5](=[CH:6][CH:7]=[CH:8][CH:9]=2)[NH:4][N:3]=1)(=[O:23])=[O:14]. (4) Given the reactants C(=O)([O-])[O-].[K+].[K+].[CH3:7][NH:8][CH:9]1[CH2:13][CH2:12][N:11]([C:14]([O:16][C:17]([CH3:20])([CH3:19])[CH3:18])=[O:15])[CH2:10]1.Br[CH2:22][C:23]1[CH:28]=[CH:27][C:26]([F:29])=[CH:25][C:24]=1[C:30]([F:33])([F:32])[F:31], predict the reaction product. The product is: [F:29][C:26]1[CH:27]=[CH:28][C:23]([CH2:22][N:8]([CH3:7])[CH:9]2[CH2:13][CH2:12][N:11]([C:14]([O:16][C:17]([CH3:19])([CH3:18])[CH3:20])=[O:15])[CH2:10]2)=[C:24]([C:30]([F:33])([F:32])[F:31])[CH:25]=1.